This data is from NCI-60 drug combinations with 297,098 pairs across 59 cell lines. The task is: Regression. Given two drug SMILES strings and cell line genomic features, predict the synergy score measuring deviation from expected non-interaction effect. (1) Cell line: NCI-H522. Drug 2: C1C(C(OC1N2C=NC3=C2NC=NCC3O)CO)O. Drug 1: C1=CC(=CC=C1C#N)C(C2=CC=C(C=C2)C#N)N3C=NC=N3. Synergy scores: CSS=-2.60, Synergy_ZIP=-1.23, Synergy_Bliss=-2.58, Synergy_Loewe=-1.15, Synergy_HSA=-1.48. (2) Drug 1: C1=CC(=CC=C1CCC2=CNC3=C2C(=O)NC(=N3)N)C(=O)NC(CCC(=O)O)C(=O)O. Drug 2: CC1=C(N=C(N=C1N)C(CC(=O)N)NCC(C(=O)N)N)C(=O)NC(C(C2=CN=CN2)OC3C(C(C(C(O3)CO)O)O)OC4C(C(C(C(O4)CO)O)OC(=O)N)O)C(=O)NC(C)C(C(C)C(=O)NC(C(C)O)C(=O)NCCC5=NC(=CS5)C6=NC(=CS6)C(=O)NCCC[S+](C)C)O. Cell line: SR. Synergy scores: CSS=75.3, Synergy_ZIP=-4.49, Synergy_Bliss=-5.32, Synergy_Loewe=-3.24, Synergy_HSA=-0.270. (3) Synergy scores: CSS=27.6, Synergy_ZIP=2.16, Synergy_Bliss=2.38, Synergy_Loewe=-30.0, Synergy_HSA=2.13. Drug 1: CC1=CC2C(CCC3(C2CCC3(C(=O)C)OC(=O)C)C)C4(C1=CC(=O)CC4)C. Cell line: SN12C. Drug 2: CC1=C(C(=O)C2=C(C1=O)N3CC4C(C3(C2COC(=O)N)OC)N4)N. (4) Drug 1: CC12CCC3C(C1CCC2O)C(CC4=C3C=CC(=C4)O)CCCCCCCCCS(=O)CCCC(C(F)(F)F)(F)F. Drug 2: C(CCl)NC(=O)N(CCCl)N=O. Cell line: SF-295. Synergy scores: CSS=2.17, Synergy_ZIP=3.76, Synergy_Bliss=8.81, Synergy_Loewe=4.27, Synergy_HSA=4.38. (5) Synergy scores: CSS=23.6, Synergy_ZIP=1.46, Synergy_Bliss=2.96, Synergy_Loewe=-29.0, Synergy_HSA=-0.657. Cell line: ACHN. Drug 2: N.N.Cl[Pt+2]Cl. Drug 1: C1=CC=C(C(=C1)C(C2=CC=C(C=C2)Cl)C(Cl)Cl)Cl.